The task is: Predict the reaction yield, written as a fraction of the theoretical maximum amount of product (1.0 means a 100% yield; for example, 0.34 means a 34% yield).. This data is from Reaction yield outcomes from USPTO patents with 853,638 reactions. (1) The reactants are [OH:1][C:2]1[CH:3]=[C:4]([C:9]2([C:12]([OH:14])=[O:13])[CH2:11][CH2:10]2)[CH:5]=[CH:6][C:7]=1[OH:8].[CH3:15]C1C=CC(S(O)(=O)=O)=CC=1. The catalyst is CO. The product is [OH:1][C:2]1[CH:3]=[C:4]([C:9]2([C:12]([O:14][CH3:15])=[O:13])[CH2:11][CH2:10]2)[CH:5]=[CH:6][C:7]=1[OH:8]. The yield is 0.910. (2) The reactants are [F:1][CH:2]([F:20])[O:3][C:4]1[CH:5]=[C:6](F)[C:7]([N+:16]([O-:18])=[O:17])=[C:8]([N:10]2[CH:14]=[C:13]([CH3:15])[N:12]=[CH:11]2)[CH:9]=1.[OH-:21].[K+].[CH3:23]O. No catalyst specified. The product is [F:1][CH:2]([F:20])[O:3][C:4]1[CH:5]=[C:6]([O:21][CH3:23])[C:7]([N+:16]([O-:18])=[O:17])=[C:8]([N:10]2[CH:14]=[C:13]([CH3:15])[N:12]=[CH:11]2)[CH:9]=1. The yield is 0.452.